This data is from Full USPTO retrosynthesis dataset with 1.9M reactions from patents (1976-2016). The task is: Predict the reactants needed to synthesize the given product. (1) Given the product [Cl:1][C:2]1[CH:3]=[C:4]([CH:8]=[CH:9][C:10]=1[C:11]1[C:20]([C:21]([F:23])([F:24])[F:22])=[N:19][C:18]2[C:13](=[CH:14][CH:15]=[C:16]([OH:25])[CH:17]=2)[N:12]=1)[C:5]([OH:7])=[O:6], predict the reactants needed to synthesize it. The reactants are: [Cl:1][C:2]1[CH:3]=[C:4]([CH:8]=[CH:9][C:10]=1[C:11]1[C:20]([C:21]([F:24])([F:23])[F:22])=[N:19][C:18]2[C:13](=[CH:14][CH:15]=[C:16]([O:25]C)[CH:17]=2)[N:12]=1)[C:5]([OH:7])=[O:6].B(Br)(Br)Br. (2) Given the product [Cl:16][C:17]1[N:18]=[CH:19][C:20]([C:21]([N:11]2[CH2:10][CH2:9][N:8]([C:1]([O:3][C:4]([CH3:7])([CH3:6])[CH3:5])=[O:2])[CH2:13][CH2:12]2)=[O:22])=[CH:24][CH:25]=1, predict the reactants needed to synthesize it. The reactants are: [C:1]([N:8]1[CH2:13][CH2:12][NH:11][CH2:10][CH2:9]1)([O:3][C:4]([CH3:7])([CH3:6])[CH3:5])=[O:2].[OH-].[Na+].[Cl:16][C:17]1[CH:25]=[CH:24][C:20]([C:21](Cl)=[O:22])=[CH:19][N:18]=1. (3) Given the product [C:1]([N:5]1[C:9]([C:10]2[CH:11]=[CH:12][C:13]([F:16])=[CH:14][CH:15]=2)=[C:8]([C:17]2[S:18][CH:19]=[C:20]([CH2:22][C:23]([N:32]3[CH2:33][CH2:34][C:35]4[NH:26][C:27](=[O:36])[CH:28]=[CH:29][C:30]=4[CH2:31]3)=[O:24])[N:21]=2)[CH:7]=[N:6]1)([CH3:4])([CH3:2])[CH3:3], predict the reactants needed to synthesize it. The reactants are: [C:1]([N:5]1[C:9]([C:10]2[CH:15]=[CH:14][C:13]([F:16])=[CH:12][CH:11]=2)=[C:8]([C:17]2[S:18][CH:19]=[C:20]([CH2:22][C:23](O)=[O:24])[N:21]=2)[CH:7]=[N:6]1)([CH3:4])([CH3:3])[CH3:2].[NH:26]1[C:35]2[CH2:34][CH2:33][NH:32][CH2:31][C:30]=2[CH:29]=[CH:28][C:27]1=[O:36]. (4) Given the product [CH3:10][C:4]1[CH:3]=[C:2]([O:1][CH2:14][CH2:13][O:12][CH3:11])[CH:9]=[CH:8][C:5]=1[C:6]#[N:7], predict the reactants needed to synthesize it. The reactants are: [OH:1][C:2]1[CH:9]=[CH:8][C:5]([C:6]#[N:7])=[C:4]([CH3:10])[CH:3]=1.[CH3:11][O:12][CH2:13][CH2:14]Br.C(=O)([O-])[O-].[K+].[K+]. (5) Given the product [Cl:2][C:3]1[S:7][C:6]([C:8]2[NH:10][C:14](=[O:15])[C:13]([CH2:19][CH3:20])=[C:11]([CH3:12])[N:9]=2)=[CH:5][CH:4]=1, predict the reactants needed to synthesize it. The reactants are: Cl.[Cl:2][C:3]1[S:7][C:6]([C:8]([NH2:10])=[NH:9])=[CH:5][CH:4]=1.[CH2:11]([CH:13]([C:19](=O)[CH3:20])[C:14](OCC)=[O:15])[CH3:12].C[O-].[Na+].